From a dataset of Reaction yield outcomes from USPTO patents with 853,638 reactions. Predict the reaction yield, written as a fraction of the theoretical maximum amount of product (1.0 means a 100% yield; for example, 0.34 means a 34% yield). The reactants are [Cl:1][C:2]1[C:7]([CH3:8])=[CH:6][CH:5]=[C:4](F)[C:3]=1[O:10][CH3:11].C[Si](C)(C)[N-:14][Si](C)(C)C.[K+].O.S(=O)(=O)(O)O.[C:28]1([CH3:34])[CH:33]=CC=C[CH:29]=1. The catalyst is C(OCC)(=O)C. The product is [Cl:1][C:2]1[C:3]([O:10][CH3:11])=[C:4]([C:28]([CH3:34])([CH3:33])[C:29]#[N:14])[CH:5]=[CH:6][C:7]=1[CH3:8]. The yield is 0.534.